This data is from Reaction yield outcomes from USPTO patents with 853,638 reactions. The task is: Predict the reaction yield, written as a fraction of the theoretical maximum amount of product (1.0 means a 100% yield; for example, 0.34 means a 34% yield). The reactants are [CH3:1][O:2][C:3]1[CH:4]=[CH:5][C:6]([NH:12][C:13]2[N:17]([C:18]3[CH:23]=[CH:22][CH:21]=[CH:20][CH:19]=3)[N:16]=[CH:15][CH:14]=2)=[C:7]([CH:11]=1)[C:8](O)=[O:9].Cl.[CH2:25]([NH2:32])[C:26]1[CH:31]=[CH:30][CH:29]=[CH:28][CH:27]=1.CCN=C=NCCCN(C)C.Cl.C1C=CC2N(O)N=NC=2C=1.C(N(CC)CC)C. The catalyst is CN(C=O)C. The product is [CH2:25]([NH:32][C:8](=[O:9])[C:7]1[CH:11]=[C:3]([O:2][CH3:1])[CH:4]=[CH:5][C:6]=1[NH:12][C:13]1[N:17]([C:18]2[CH:23]=[CH:22][CH:21]=[CH:20][CH:19]=2)[N:16]=[CH:15][CH:14]=1)[C:26]1[CH:31]=[CH:30][CH:29]=[CH:28][CH:27]=1. The yield is 0.300.